Dataset: Catalyst prediction with 721,799 reactions and 888 catalyst types from USPTO. Task: Predict which catalyst facilitates the given reaction. Reactant: C([O:8][C:9](=[O:41])[C@@H:10]([NH:30]C(OCC1C=CC=CC=1)=O)[CH2:11][CH2:12][C:13](=[O:29])[NH:14][C@@H:15]([CH3:28])[C@@H:16]([C:18]1[CH:23]=[C:22]([O:24][CH3:25])[CH:21]=[CH:20][C:19]=1[O:26][CH3:27])[OH:17])C1C=CC=CC=1. Product: [NH2:30][C@@H:10]([CH2:11][CH2:12][C:13](=[O:29])[NH:14][C@@H:15]([CH3:28])[C@@H:16]([C:18]1[CH:23]=[C:22]([O:24][CH3:25])[CH:21]=[CH:20][C:19]=1[O:26][CH3:27])[OH:17])[C:9]([OH:41])=[O:8]. The catalyst class is: 19.